This data is from Full USPTO retrosynthesis dataset with 1.9M reactions from patents (1976-2016). The task is: Predict the reactants needed to synthesize the given product. The reactants are: [C:1]([C:9]1[CH:17]=[CH:16][C:12]([C:13]([OH:15])=O)=[CH:11][CH:10]=1)(=[O:8])[C:2]1[CH:7]=[CH:6][CH:5]=[CH:4][CH:3]=1.[CH2:18](N(CC)CC)C.Cl.CN(C)[CH2:28][CH2:29][CH2:30][N:31]=C=NCC.[CH2:37]1[CH2:41]OC[CH2:38]1. Given the product [CH3:18][C:37]1([CH3:38])[CH2:28][CH2:29][CH:30]([NH:31][C:13](=[O:15])[C:12]2[CH:11]=[CH:10][C:9]([C:1](=[O:8])[C:2]3[CH:3]=[CH:4][CH:5]=[CH:6][CH:7]=3)=[CH:17][CH:16]=2)[CH2:41]1, predict the reactants needed to synthesize it.